Predict the product of the given reaction. From a dataset of Forward reaction prediction with 1.9M reactions from USPTO patents (1976-2016). (1) Given the reactants [F:1][C:2]1[CH:3]=[C:4]([C@@:12]([NH:34][S@@](C(C)(C)C)=O)([C:20]2[CH:25]=[C:24]([O:26][C:27]([F:32])([F:31])[CH:28]([F:30])[F:29])[CH:23]=[C:22]([F:33])[CH:21]=2)[CH2:13][C:14]2[CH:19]=[CH:18][CH:17]=[CH:16][CH:15]=2)[CH:5]=[CH:6][C:7]=1[O:8][CH:9]([CH3:11])[CH3:10].Cl, predict the reaction product. The product is: [F:1][C:2]1[CH:3]=[C:4]([C@:12]([C:20]2[CH:25]=[C:24]([O:26][C:27]([F:31])([F:32])[CH:28]([F:29])[F:30])[CH:23]=[C:22]([F:33])[CH:21]=2)([NH2:34])[CH2:13][C:14]2[CH:19]=[CH:18][CH:17]=[CH:16][CH:15]=2)[CH:5]=[CH:6][C:7]=1[O:8][CH:9]([CH3:11])[CH3:10]. (2) Given the reactants [CH3:1][O:2][C:3]1[C:8]([OH:9])=[CH:7][CH:6]=[C:5](/[CH:10]=[CH:11]/[C:12]([CH2:14][C:15](/[CH:17]=[CH:18]/[C:19]2[CH:27]=[C:24]([O:25][CH3:26])[C:22]([OH:23])=[CH:21][CH:20]=2)=[O:16])=[O:13])[CH:4]=1.[OH:28]N1C2C=CC=CC=2N=N1.[CH:38]([NH:40][CH:41]([CH2:45][CH3:46])[C:42]([OH:44])=[O:43])=[O:39].C1(N=C=[N:55][CH:56]2CCCCC2)CCCCC1, predict the reaction product. The product is: [CH3:26][O:25][C:24]1[C:22]([OH:23])=[CH:21][CH:20]=[C:19](/[CH:18]=[CH:17]/[C:15]([CH2:14][C:12](/[CH:11]=[CH:10]/[C:5]2[CH:4]=[C:3]([O:2][CH3:1])[C:8]([OH:9])=[CH:7][CH:6]=2)=[O:13])=[O:16])[CH:27]=1.[CH:38]([NH:40][C:41]([NH:55][CH:56]=[O:28])([CH2:45][CH3:46])[C:42]([O-:44])=[O:43])=[O:39]. (3) Given the reactants [F:1][C:2]1[CH:10]=[CH:9][C:5]([C:6]([OH:8])=O)=[CH:4][CH:3]=1.Cl.[CH3:12][O:13][C:14](=[O:19])[C@H:15]([CH2:17][OH:18])[NH2:16].O.ON1C2C=CC=CC=2N=N1.F[P-](F)(F)(F)(F)F.N1(OC(N(C)C)=[N+](C)C)C2C=CC=CC=2N=N1.C(N(CC)CC)C, predict the reaction product. The product is: [F:1][C:2]1[CH:3]=[CH:4][C:5]([C:6]([NH:16][CH:15]([CH2:17][OH:18])[C:14]([O:13][CH3:12])=[O:19])=[O:8])=[CH:9][CH:10]=1. (4) Given the reactants Br[C:2]1[C:3]([CH3:21])=[C:4]([N:8]2[C:17](=[O:18])[C:16]3[C:11](=[C:12]([Cl:19])[CH:13]=[CH:14][CH:15]=3)[NH:10][C:9]2=[O:20])[CH:5]=[CH:6][CH:7]=1.[CH3:22][C:23]1([CH3:39])[C:27]([CH3:29])([CH3:28])[O:26][B:25]([B:25]2[O:26][C:27]([CH3:29])([CH3:28])[C:23]([CH3:39])([CH3:22])[O:24]2)[O:24]1.C([O-])(=O)C.[K+], predict the reaction product. The product is: [Cl:19][C:12]1[CH:13]=[CH:14][CH:15]=[C:16]2[C:11]=1[NH:10][C:9](=[O:20])[N:8]([C:4]1[CH:5]=[CH:6][CH:7]=[C:2]([B:25]3[O:26][C:27]([CH3:29])([CH3:28])[C:23]([CH3:39])([CH3:22])[O:24]3)[C:3]=1[CH3:21])[C:17]2=[O:18].